This data is from Catalyst prediction with 721,799 reactions and 888 catalyst types from USPTO. The task is: Predict which catalyst facilitates the given reaction. The catalyst class is: 5. Product: [C:1]([O:4][C@H:5]1[CH2:9][CH2:8][CH2:7][C@@H:6]1[O:10][C:11]1[CH:16]=[C:15]([CH3:17])[C:14]([C:18]2[CH:23]=[CH:22][CH:21]=[C:20]([CH2:24][OH:25])[CH:19]=2)=[C:13]([CH3:26])[CH:12]=1)(=[O:3])[CH3:2]. Reactant: [C:1]([O:4][C@H:5]1[CH2:9][CH2:8][CH2:7][C@@H:6]1[O:10][C:11]1[CH:16]=[C:15]([CH3:17])[C:14]([C:18]2[CH:23]=[CH:22][CH:21]=[C:20]([CH:24]=[O:25])[CH:19]=2)=[C:13]([CH3:26])[CH:12]=1)(=[O:3])[CH3:2].[BH4-].[Na+].CC(C)=O.